From a dataset of Reaction yield outcomes from USPTO patents with 853,638 reactions. Predict the reaction yield, written as a fraction of the theoretical maximum amount of product (1.0 means a 100% yield; for example, 0.34 means a 34% yield). (1) The reactants are [F:1][C:2]1[CH:3]=[C:4]2[C:8](=[CH:9][CH:10]=1)[NH:7][C:6](=[O:11])[CH2:5]2.C[Si]([N-][Si](C)(C)C)(C)C.[Li+].[CH3:22][O:23][CH:24]([O:36][CH3:37])[CH2:25][C:26]1[N:31]=[C:30]2[CH2:32][O:33][C:34](=O)[C:29]2=[CH:28][CH:27]=1.OS(O)(=O)=O. The catalyst is C1COCC1. The product is [CH3:37][O:36][CH:24]([O:23][CH3:22])[CH2:25][C:26]1[N:31]=[C:30]2[CH2:32][O:33][C:34](=[C:5]3[C:4]4[C:8](=[CH:9][CH:10]=[C:2]([F:1])[CH:3]=4)[NH:7][C:6]3=[O:11])[C:29]2=[CH:28][CH:27]=1. The yield is 0.460. (2) The reactants are [H-].[Na+].[Cl:3][C:4]1[CH:9]=[CH:8][C:7]([CH2:10][C:11]#[N:12])=[CH:6][C:5]=1[F:13].C1OCCOCCOCCOCCOC1.[Na+].[I-].Cl[CH2:32][CH2:33][N:34]([CH2:42][CH2:43]Cl)[C:35](=[O:41])[O:36][C:37]([CH3:40])([CH3:39])[CH3:38]. The catalyst is CN(C=O)C. The product is [Cl:3][C:4]1[CH:9]=[CH:8][C:7]([C:10]2([C:11]#[N:12])[CH2:43][CH2:42][N:34]([C:35]([O:36][C:37]([CH3:39])([CH3:38])[CH3:40])=[O:41])[CH2:33][CH2:32]2)=[CH:6][C:5]=1[F:13]. The yield is 0.542. (3) The reactants are [C:1](#[N:3])[CH3:2].C([Li])(C)(C)C.[CH:9]1[C:18]2[C:13](=[CH:14][C:15]([C:19]([O:21]C)=O)=[CH:16][CH:17]=2)[CH:12]=[CH:11][N:10]=1. The catalyst is C1COCC1. The product is [CH:9]1[C:18]2[C:13](=[CH:14][C:15]([C:19](=[O:21])[CH2:2][C:1]#[N:3])=[CH:16][CH:17]=2)[CH:12]=[CH:11][N:10]=1. The yield is 1.00. (4) The reactants are [C:1]([O:9][C@H:10]([CH2:15][CH2:16][CH:17]([OH:65])/[CH:18]=[CH:19]/[C@@H:20]([C@@H:29]1[O:34][C@H:33]2[CH2:35][CH2:36][C@H:37]([CH2:39][CH2:40][O:41][Si:42]([CH2:47][CH3:48])([CH2:45][CH3:46])[CH2:43][CH3:44])[O:38][C@@H:32]2[C@H:31]([O:49][Si:50]([C:53]([CH3:56])([CH3:55])[CH3:54])([CH3:52])[CH3:51])[C@@H:30]1[O:57][Si:58]([C:61]([CH3:64])([CH3:63])[CH3:62])([CH3:60])[CH3:59])[O:21][Si:22]([C:25]([CH3:28])([CH3:27])[CH3:26])([CH3:24])[CH3:23])[CH2:11][C:12]([Br:14])=[CH2:13])(=[O:8])[C:2]1[CH:7]=[CH:6][CH:5]=[CH:4][CH:3]=1.C(=O)(O)[O-].[Na+].CC(OI1(OC(C)=O)(OC(C)=O)OC(=O)C2C=CC=CC1=2)=O. The catalyst is C(Cl)Cl. The product is [C:1]([O:9][C@H:10]([CH2:15][CH2:16][C:17](=[O:65])/[CH:18]=[CH:19]/[C@@H:20]([C@@H:29]1[O:34][C@H:33]2[CH2:35][CH2:36][C@H:37]([CH2:39][CH2:40][O:41][Si:42]([CH2:45][CH3:46])([CH2:43][CH3:44])[CH2:47][CH3:48])[O:38][C@@H:32]2[C@H:31]([O:49][Si:50]([C:53]([CH3:56])([CH3:55])[CH3:54])([CH3:51])[CH3:52])[C@@H:30]1[O:57][Si:58]([C:61]([CH3:62])([CH3:63])[CH3:64])([CH3:59])[CH3:60])[O:21][Si:22]([C:25]([CH3:26])([CH3:28])[CH3:27])([CH3:23])[CH3:24])[CH2:11][C:12]([Br:14])=[CH2:13])(=[O:8])[C:2]1[CH:7]=[CH:6][CH:5]=[CH:4][CH:3]=1. The yield is 0.680. (5) The reactants are [F:1][CH:2]([F:32])[CH2:3][N:4]1[C:13]2[CH:12]=[C:11]([C:14]3[CH:19]=[CH:18][N:17]=[CH:16][CH:15]=3)[CH:10]=[CH:9][C:8]=2[C:7]2[N:20](COCC[Si](C)(C)C)[N:21]=[CH:22][C:6]=2[C:5]1=[O:31].FC(F)CN1C2C=C(C3C=CN=CC=3)C=CC=2C2NN(COCC[Si](C)(C)C)CC=2C1=O.[ClH:65].O1CCOCC1. The catalyst is C(Cl)Cl.C(O)(C)C. The product is [ClH:65].[F:32][CH:2]([F:1])[CH2:3][N:4]1[C:13]2[CH:12]=[C:11]([C:14]3[CH:15]=[CH:16][N:17]=[CH:18][CH:19]=3)[CH:10]=[CH:9][C:8]=2[C:7]2[NH:20][N:21]=[CH:22][C:6]=2[C:5]1=[O:31]. The yield is 0.940. (6) The reactants are [Br:1][C:2]1[CH:11]=[CH:10][C:9]([N+:12]([O-])=O)=[C:8]2[C:3]=1[CH:4]=[CH:5][N:6]([CH3:16])[C:7]2=[O:15].Cl.CCOC(C)=O.C(Cl)Cl. The catalyst is C(O)C.[Fe]. The product is [NH2:12][C:9]1[CH:10]=[CH:11][C:2]([Br:1])=[C:3]2[C:8]=1[C:7](=[O:15])[N:6]([CH3:16])[CH:5]=[CH:4]2. The yield is 0.390.